Dataset: Forward reaction prediction with 1.9M reactions from USPTO patents (1976-2016). Task: Predict the product of the given reaction. (1) Given the reactants [Br:1][C:2]1[N:3]([CH:31]([CH3:33])[CH3:32])[C:4]([CH:10]([C:24]2[CH:29]=[CH:28][C:27]([Cl:30])=[CH:26][CH:25]=2)[NH:11][C:12]2[CH:13]=[C:14]([CH3:23])[C:15]3[N:16]([C:18]([CH2:21][F:22])=[N:19][N:20]=3)[CH:17]=2)=[C:5]([C:7](O)=[O:8])[N:6]=1.C([O-])(O)=O.[Na+], predict the reaction product. The product is: [Br:1][C:2]1[N:3]([CH:31]([CH3:33])[CH3:32])[C:4]2[CH:10]([C:24]3[CH:25]=[CH:26][C:27]([Cl:30])=[CH:28][CH:29]=3)[N:11]([C:12]3[CH:13]=[C:14]([CH3:23])[C:15]4[N:16]([C:18]([CH2:21][F:22])=[N:19][N:20]=4)[CH:17]=3)[C:7](=[O:8])[C:5]=2[N:6]=1. (2) Given the reactants Cl[C:2]1[CH:29]=[CH:28][C:5]([CH2:6][N:7]2[CH:27]=[C:10]3[N:11]=[C:12]([N:17]4[CH:21]=[C:20]([C:22]([O:24][CH2:25][CH3:26])=[O:23])[CH:19]=[N:18]4)[N:13]=[C:14]([O:15][CH3:16])[C:9]3=[N:8]2)=[C:4]([F:30])[CH:3]=1.[C:31]1(B(O)O)[CH:36]=[CH:35][CH:34]=[CH:33][CH:32]=1.P([O-])([O-])([O-])=O.[K+].[K+].[K+].C(Cl)(Cl)Cl, predict the reaction product. The product is: [F:30][C:4]1[CH:3]=[C:2]([C:31]2[CH:36]=[CH:35][CH:34]=[CH:33][CH:32]=2)[CH:29]=[CH:28][C:5]=1[CH2:6][N:7]1[CH:27]=[C:10]2[N:11]=[C:12]([N:17]3[CH:21]=[C:20]([C:22]([O:24][CH2:25][CH3:26])=[O:23])[CH:19]=[N:18]3)[N:13]=[C:14]([O:15][CH3:16])[C:9]2=[N:8]1. (3) Given the reactants [O:1]1CCCO[CH:2]1[C:7]1[CH:8]=[CH:9][C:10]([C:13]2[S:21][C:20]3[C:15](=[N:16][CH:17]=[CH:18][C:19]=3[O:22][C:23]3[CH:28]=[CH:27][C:26]([NH:29][C:30]([NH:32][C:33](=[O:42])[CH2:34][C:35]4[CH:40]=[CH:39][C:38]([F:41])=[CH:37][CH:36]=4)=[S:31])=[CH:25][C:24]=3[F:43])[CH:14]=2)=[N:11][CH:12]=1, predict the reaction product. The product is: [F:43][C:24]1[CH:25]=[C:26]([NH:29][C:30]([NH:32][C:33](=[O:42])[CH2:34][C:35]2[CH:36]=[CH:37][C:38]([F:41])=[CH:39][CH:40]=2)=[S:31])[CH:27]=[CH:28][C:23]=1[O:22][C:19]1[CH:18]=[CH:17][N:16]=[C:15]2[CH:14]=[C:13]([C:10]3[CH:9]=[CH:8][C:7]([CH:2]=[O:1])=[CH:12][N:11]=3)[S:21][C:20]=12. (4) Given the reactants C(OC(=O)[NH:7][CH2:8][C@H:9]1[CH2:14][CH2:13][C@H:12]([CH2:15][NH:16][C:17]2[N:26]=[C:25]([N:27]([CH3:29])[CH3:28])[C:24]3[C:19](=[CH:20][CH:21]=[CH:22][CH:23]=3)[N:18]=2)[CH2:11][CH2:10]1)(C)(C)C.Cl.C(N(C(C)C)CC)(C)C.[Br:41][C:42]1[CH:47]=[CH:46][C:45]([S:48](Cl)(=[O:50])=[O:49])=[C:44]([O:52][C:53]([F:56])([F:55])[F:54])[CH:43]=1, predict the reaction product. The product is: [Br:41][C:42]1[CH:47]=[CH:46][C:45]([S:48]([NH:7][CH2:8][C@H:9]2[CH2:10][CH2:11][C@H:12]([CH2:15][NH:16][C:17]3[N:26]=[C:25]([N:27]([CH3:29])[CH3:28])[C:24]4[C:19](=[CH:20][CH:21]=[CH:22][CH:23]=4)[N:18]=3)[CH2:13][CH2:14]2)(=[O:50])=[O:49])=[C:44]([O:52][C:53]([F:55])([F:54])[F:56])[CH:43]=1. (5) Given the reactants Br[C:2]1[C:3]([N:22]([CH2:26][CH3:27])[CH2:23][CH2:24][OH:25])=[N:4][CH:5]=[C:6]([CH:21]=1)[C:7]([NH:9][C:10]1[CH:15]=[CH:14][C:13]([O:16][C:17]([F:20])([F:19])[F:18])=[CH:12][CH:11]=1)=[O:8].CC1(C)C(C)(C)OB([C:36]2[N:40](COCC[Si](C)(C)C)[N:39]=[CH:38][CH:37]=2)O1, predict the reaction product. The product is: [CH2:26]([N:22]([CH2:23][CH2:24][OH:25])[C:3]1[C:2]([C:36]2[NH:40][N:39]=[CH:38][CH:37]=2)=[CH:21][C:6]([C:7]([NH:9][C:10]2[CH:15]=[CH:14][C:13]([O:16][C:17]([F:20])([F:19])[F:18])=[CH:12][CH:11]=2)=[O:8])=[CH:5][N:4]=1)[CH3:27]. (6) Given the reactants [N:1]1[C:6]2[S:7][CH:8]=[CH:9][C:5]=2[C:4]([NH:10][CH:11]2[CH2:16][CH2:15][N:14]([C:17]([O:19][C:20]([CH3:23])([CH3:22])[CH3:21])=[O:18])[CH2:13][CH2:12]2)=[N:3][CH:2]=1.[Cl:24]N1C(=O)CCC1=O, predict the reaction product. The product is: [Cl:24][C:8]1[S:7][C:6]2[N:1]=[CH:2][N:3]=[C:4]([NH:10][CH:11]3[CH2:12][CH2:13][N:14]([C:17]([O:19][C:20]([CH3:23])([CH3:22])[CH3:21])=[O:18])[CH2:15][CH2:16]3)[C:5]=2[CH:9]=1. (7) Given the reactants N1[CH2:5][CH2:4][CH2:3][CH2:2]1.[CH:6]([C:8]1[C:9]([CH3:26])=[C:10]([C:16]2[N:21]=[C:20]([C:22]([O:24][CH3:25])=[O:23])[CH:19]=[CH:18][CH:17]=2)[CH:11]=[CH:12][C:13]=1[O:14][CH3:15])=O.[CH3:27][C:28]1([CH3:36])[CH2:33][C:32](=[O:34])[CH2:31][C:30](=[O:35])[CH2:29]1.[OH2:37].[C:38]1([CH3:48])[CH:43]=CC(S(O)(=O)=O)=C[CH:39]=1, predict the reaction product. The product is: [CH3:15][O:14][C:13]1[CH:12]=[CH:11][C:10]([C:16]2[N:21]=[C:20]([C:22]([O:24][CH3:25])=[O:23])[CH:19]=[CH:18][CH:17]=2)=[C:9]([CH3:26])[C:8]=1[CH:6]1[C:31]2[C:30](=[O:35])[CH2:29][C:28]([CH3:36])([CH3:27])[CH2:33][C:32]=2[O:34][C:2]2[CH2:39][C:38]([CH3:48])([CH3:43])[CH2:5][C:4](=[O:37])[C:3]1=2.